This data is from Full USPTO retrosynthesis dataset with 1.9M reactions from patents (1976-2016). The task is: Predict the reactants needed to synthesize the given product. (1) Given the product [Br:21][C:14]1[CH:15]=[CH:16][C:11]([C:9]2[O:8][C:6]3[N:7]=[C:2]([Cl:1])[N:3]=[CH:4][C:5]=3[N:10]=2)=[CH:12][CH:13]=1, predict the reactants needed to synthesize it. The reactants are: [Cl:1][C:2]1[N:3]=[CH:4][C:5]2[N:10]=[C:9]([C:11]3[CH:16]=[C:15](C)[C:14](OC)=[C:13](C)[CH:12]=3)[O:8][C:6]=2[N:7]=1.[Br:21]C1C=CC(C(Cl)=O)=CC=1. (2) Given the product [CH2:28]([N:13]1[CH2:12][CH2:11][N:10]([CH2:14][C:15]2[CH:20]=[CH:19][C:18]([C:21]3[CH:26]=[CH:25][CH:24]=[CH:23][C:22]=3[Cl:27])=[CH:17][CH:16]=2)[CH2:9][C@@H:8]1[CH2:1][C:2]1[CH:3]=[CH:4][CH:5]=[CH:6][CH:7]=1)[CH3:29], predict the reactants needed to synthesize it. The reactants are: [CH2:1]([C@@H:8]1[NH:13][CH2:12][CH2:11][N:10]([CH2:14][C:15]2[CH:20]=[CH:19][C:18]([C:21]3[CH:26]=[CH:25][CH:24]=[CH:23][C:22]=3[Cl:27])=[CH:17][CH:16]=2)[CH2:9]1)[C:2]1[CH:7]=[CH:6][CH:5]=[CH:4][CH:3]=1.[CH:28](N(CC)C(C)C)(C)[CH3:29].BrCC. (3) Given the product [F:1][C:2]1[CH:9]=[C:8]([O:10][CH2:19][O:20][CH3:21])[CH:7]=[C:6]([OH:11])[C:3]=1[CH:4]=[O:5], predict the reactants needed to synthesize it. The reactants are: [F:1][C:2]1[CH:9]=[C:8]([OH:10])[CH:7]=[C:6]([OH:11])[C:3]=1[CH:4]=[O:5].C(=O)([O-])[O-].[Cs+].[Cs+].Cl[CH2:19][O:20][CH3:21]. (4) Given the product [Cl:22][C:20]1[CH:21]=[C:17]([C:16]2[C:14](=[O:15])[NH:13][C:5]3[C:4]([N:3]=2)=[CH:9][CH:8]=[C:7]([N+:10]([O-:12])=[O:11])[CH:6]=3)[NH:18][N:19]=1, predict the reactants needed to synthesize it. The reactants are: [H-].[Na+].[NH2:3][C:4]1[CH:9]=[CH:8][C:7]([N+:10]([O-:12])=[O:11])=[CH:6][C:5]=1[NH:13][C:14]([C:16]1[CH:21]=[C:20]([Cl:22])[N:19]=[N:18][C:17]=1Cl)=[O:15].Cl. (5) Given the product [CH3:27][O:26][C:24](=[O:25])[C:21]1[CH:22]=[CH:23][C:18]([O:17][CH2:16][CH2:15][CH2:14][CH:11]2[CH2:10][CH2:9][N:8]([C:6]3[N:35]=[CH:36][C:31]([CH2:29][CH3:30])=[CH:32][N:33]=3)[CH2:13][CH2:12]2)=[CH:19][C:20]=1[CH3:28], predict the reactants needed to synthesize it. The reactants are: C(O[C:6]([N:8]1[CH2:13][CH2:12][CH:11]([CH2:14][CH2:15][CH2:16][O:17][C:18]2[CH:23]=[CH:22][C:21]([C:24]([O:26][CH3:27])=[O:25])=[C:20]([CH3:28])[CH:19]=2)[CH2:10][CH2:9]1)=O)(C)(C)C.[CH2:29]([C:31]1[CH:32]=[N:33]C(Cl)=[N:35][CH:36]=1)[CH3:30]. (6) Given the product [CH2:1]([O:8][C:9]([N:11]1[CH2:15][CH2:14][CH2:13][CH:12]1[C:16](=[O:32])[NH:17][C:18]1[S:19][CH:20]=[C:21]([C:23]2[CH:24]=[CH:25][C:26]([C:36](=[O:40])[NH:77][CH:75]3[CH2:76][N:73]([C:71]([O:70][C:66]([CH3:69])([CH3:67])[CH3:68])=[O:72])[CH2:74]3)=[CH:27][CH:28]=2)[N:22]=1)=[O:10])[C:2]1[CH:7]=[CH:6][CH:5]=[CH:4][CH:3]=1, predict the reactants needed to synthesize it. The reactants are: [CH2:1]([O:8][C:9]([N:11]1[CH2:15][CH2:14][CH2:13][CH:12]1[C:16](=[O:32])[NH:17][C:18]1[S:19][CH:20]=[C:21]([C:23]2[CH:28]=[CH:27][CH:26]=[CH:25][C:24]=2C(O)=O)[N:22]=1)=[O:10])[C:2]1[CH:7]=[CH:6][CH:5]=[CH:4][CH:3]=1.CN([C:36]([O:40]N1N=NC2C=CC=NC1=2)=[N+](C)C)C.F[P-](F)(F)(F)(F)F.CCN(C(C)C)C(C)C.[C:66]([O:70][C:71]([N:73]1[CH2:76][CH:75]([NH2:77])[CH2:74]1)=[O:72])([CH3:69])([CH3:68])[CH3:67].